Dataset: Peptide-MHC class I binding affinity with 185,985 pairs from IEDB/IMGT. Task: Regression. Given a peptide amino acid sequence and an MHC pseudo amino acid sequence, predict their binding affinity value. This is MHC class I binding data. (1) The peptide sequence is STSRSYMSF. The MHC is HLA-B58:01 with pseudo-sequence HLA-B58:01. The binding affinity (normalized) is 0.778. (2) The peptide sequence is LILCFTIKR. The MHC is HLA-A33:01 with pseudo-sequence HLA-A33:01. The binding affinity (normalized) is 0.181. (3) The peptide sequence is SYVKNFLLI. The MHC is H-2-Kb with pseudo-sequence H-2-Kb. The binding affinity (normalized) is 0.305. (4) The peptide sequence is RVRAAMKPI. The MHC is HLA-B35:01 with pseudo-sequence HLA-B35:01. The binding affinity (normalized) is 0.0847.